This data is from Full USPTO retrosynthesis dataset with 1.9M reactions from patents (1976-2016). The task is: Predict the reactants needed to synthesize the given product. Given the product [F:1][C:2]1[C:7]2[N:8]=[CH:9][S:10][C:6]=2[CH:5]=[C:4]([C:11]([NH:29][O:28][CH2:27][CH2:26][O:25][CH:23]=[CH2:24])=[O:13])[C:3]=1[NH:14][C:15]1[CH:20]=[CH:19][C:18]([I:21])=[CH:17][C:16]=1[F:22], predict the reactants needed to synthesize it. The reactants are: [F:1][C:2]1[C:7]2[N:8]=[CH:9][S:10][C:6]=2[CH:5]=[C:4]([C:11]([OH:13])=O)[C:3]=1[NH:14][C:15]1[CH:20]=[CH:19][C:18]([I:21])=[CH:17][C:16]=1[F:22].[CH:23]([O:25][CH2:26][CH2:27][O:28][NH2:29])=[CH2:24].C1C=CC2N(O)N=NC=2C=1.CCN=C=NCCCN(C)C.CN(C(ON1N=NC2C=CC=NC1=2)=[N+](C)C)C.F[P-](F)(F)(F)(F)F.CN(C(ON1N=NC2C=CC=CC1=2)=[N+](C)C)C.[B-](F)(F)(F)F.S1(CCCC1)(=O)=O.